This data is from Full USPTO retrosynthesis dataset with 1.9M reactions from patents (1976-2016). The task is: Predict the reactants needed to synthesize the given product. Given the product [C:4]([OH:5])(=[O:20])[C:3]1[CH:1]=[CH:9][C:8]([C:10]([OH:13])=[O:12])=[CH:7][CH:6]=1, predict the reactants needed to synthesize it. The reactants are: [CH2:1]([CH:3]([CH2:6][CH2:7][CH2:8][CH3:9])[CH2:4][OH:5])C.[C:10]([O-:13])([O-:12])=O.[Na+].[Na+].C([OH:20])CCC.